From a dataset of Catalyst prediction with 721,799 reactions and 888 catalyst types from USPTO. Predict which catalyst facilitates the given reaction. (1) Reactant: [C:1]([O:5][C:6]([N:8]1[CH2:13][CH2:12][CH:11]([CH2:14][O:15][C:16]2[N:21]=[CH:20][C:19]([C:22]3[CH:30]=[CH:29][C:25]([C:26]([OH:28])=O)=[CH:24][CH:23]=3)=[CH:18][N:17]=2)[CH2:10][CH2:9]1)=[O:7])([CH3:4])([CH3:3])[CH3:2].CCN(CC)CC.[OH:38][CH2:39][C@H:40]1[CH2:44][CH2:43][CH2:42][NH:41]1.CN(C(ON1N=NC2C=CC=CC1=2)=[N+](C)C)C.[B-](F)(F)(F)F. Product: [OH:38][CH2:39][C@H:40]1[CH2:44][CH2:43][CH2:42][N:41]1[C:26]([C:25]1[CH:24]=[CH:23][C:22]([C:19]2[CH:18]=[N:17][C:16]([O:15][CH2:14][CH:11]3[CH2:12][CH2:13][N:8]([C:6]([O:5][C:1]([CH3:4])([CH3:3])[CH3:2])=[O:7])[CH2:9][CH2:10]3)=[N:21][CH:20]=2)=[CH:30][CH:29]=1)=[O:28]. The catalyst class is: 3. (2) Reactant: Cl.[CH3:2][O:3][C:4](=[O:30])[C@@H:5]([NH:8][C:9]([C:11]1[C:12]([CH3:29])=[N:13][C:14]([NH:18][CH2:19][CH2:20][CH2:21][C:22]2[CH:27]=[CH:26][CH:25]=[C:24]([OH:28])[CH:23]=2)=[N:15][C:16]=1[CH3:17])=[O:10])[CH2:6][NH2:7].[CH3:31][N:32]([CH3:36])[C:33](Cl)=[O:34].C(N(CC)CC)C. Product: [CH3:2][O:3][C:4](=[O:30])[C@@H:5]([NH:8][C:9]([C:11]1[C:12]([CH3:29])=[N:13][C:14]([NH:18][CH2:19][CH2:20][CH2:21][C:22]2[CH:27]=[CH:26][CH:25]=[C:24]([OH:28])[CH:23]=2)=[N:15][C:16]=1[CH3:17])=[O:10])[CH2:6][NH:7][C:33]([N:32]([CH3:36])[CH3:31])=[O:34]. The catalyst class is: 163. (3) Reactant: [F:1][C:2]1[CH:7]=[CH:6][C:5]([C:8]2[C:16]3[C:11](=[N:12][C:13]([NH2:23])=[N:14][C:15]=3[N:17]3[CH2:22][CH2:21][NH:20][CH2:19][CH2:18]3)[S:10][N:9]=2)=[CH:4][CH:3]=1.[C:24]1([CH3:33])[CH:29]=[CH:28][C:27]([N:30]=[C:31]=[O:32])=[CH:26][CH:25]=1. Product: [NH2:23][C:13]1[N:12]=[C:11]2[S:10][N:9]=[C:8]([C:5]3[CH:6]=[CH:7][C:2]([F:1])=[CH:3][CH:4]=3)[C:16]2=[C:15]([N:17]2[CH2:18][CH2:19][N:20]([C:31]([NH:30][C:27]3[CH:28]=[CH:29][C:24]([CH3:33])=[CH:25][CH:26]=3)=[O:32])[CH2:21][CH2:22]2)[N:14]=1. The catalyst class is: 4.